This data is from TCR-epitope binding with 47,182 pairs between 192 epitopes and 23,139 TCRs. The task is: Binary Classification. Given a T-cell receptor sequence (or CDR3 region) and an epitope sequence, predict whether binding occurs between them. (1) The epitope is FLKEKGGL. The TCR CDR3 sequence is CATSDQQQQGNNEQFF. Result: 0 (the TCR does not bind to the epitope). (2) The epitope is FVDGVPFVV. The TCR CDR3 sequence is CASSEGRLGRDSPLHF. Result: 1 (the TCR binds to the epitope). (3) The epitope is HPVGEADYFEY. The TCR CDR3 sequence is CASSYSMREAGELFF. Result: 0 (the TCR does not bind to the epitope).